Dataset: Forward reaction prediction with 1.9M reactions from USPTO patents (1976-2016). Task: Predict the product of the given reaction. (1) Given the reactants [Na].FC1C=C(F)C=CC=1S(N[C:14]([NH:16][CH2:17][CH2:18][C:19]1[CH:24]=[CH:23][C:22]([N:25]2[C:29]([CH3:30])=[C:28]([C:31]3[CH:36]=[CH:35][CH:34]=[CH:33][CH:32]=3)[C:27]([C:37]([F:40])([F:39])[F:38])=[N:26]2)=[CH:21][CH:20]=1)=[O:15])(=O)=O.[Cl:41][C:42]1[CH:43]=[CH:44][C:45]([S:48]([NH2:51])(=[O:50])=[O:49])=[N:46][CH:47]=1, predict the reaction product. The product is: [Cl:41][C:42]1[CH:43]=[CH:44][C:45]([S:48]([NH:51][C:14]([NH:16][CH2:17][CH2:18][C:19]2[CH:20]=[CH:21][C:22]([N:25]3[C:29]([CH3:30])=[C:28]([C:31]4[CH:32]=[CH:33][CH:34]=[CH:35][CH:36]=4)[C:27]([C:37]([F:38])([F:39])[F:40])=[N:26]3)=[CH:23][CH:24]=2)=[O:15])(=[O:49])=[O:50])=[N:46][CH:47]=1. (2) Given the reactants [H-].[Na+].C[O:4][C:5](=[O:17])[CH2:6][C:7]1[C:15]2[C:10](=[N:11][CH:12]=[CH:13][CH:14]=2)[NH:9][C:8]=1[CH3:16].[C:18]([C:20]1[CH:25]=[CH:24][C:23]([S:26](Cl)(=[O:28])=[O:27])=[CH:22][C:21]=1[O:30][CH2:31][CH3:32])#[N:19], predict the reaction product. The product is: [C:18]([C:20]1[CH:25]=[CH:24][C:23]([S:26]([N:9]2[C:10]3=[N:11][CH:12]=[CH:13][CH:14]=[C:15]3[C:7]([CH2:6][C:5]([OH:4])=[O:17])=[C:8]2[CH3:16])(=[O:28])=[O:27])=[CH:22][C:21]=1[O:30][CH2:31][CH3:32])#[N:19]. (3) Given the reactants CN1C(=O)CCC1.[C:14](O[C:14](=[O:18])[CH:15]([CH3:17])[CH3:16])(=[O:18])[CH:15]([CH3:17])[CH3:16].[NH2:19][C:20]1[C:29]2[N:30]=[C:31]([CH2:42][CH3:43])[N:32]([CH2:33][CH2:34][CH2:35][CH2:36][NH:37][S:38]([CH3:41])(=[O:40])=[O:39])[C:28]=2[C:27]2[CH:26]=[CH:25][CH:24]=[CH:23][C:22]=2[N:21]=1, predict the reaction product. The product is: [CH2:42]([C:31]1[N:32]([CH2:33][CH2:34][CH2:35][CH2:36][NH:37][S:38]([CH3:41])(=[O:40])=[O:39])[C:28]2[C:27]3[CH:26]=[CH:25][CH:24]=[CH:23][C:22]=3[N:21]=[C:20]([NH:19][C:14](=[O:18])[CH:15]([CH3:16])[CH3:17])[C:29]=2[N:30]=1)[CH3:43]. (4) Given the reactants N1([C:6]([C:8]2[CH:9]=[C:10]([C:18]3[N:19]=[C:20]([C:23]4[CH:28]=[CH:27][N:26]=[CH:25][CH:24]=4)[S:21][CH:22]=3)[C:11](=[O:17])[NH:12][C:13]=2[CH:14]([CH3:16])[CH3:15])=[O:7])C=CN=C1.[CH2:29]([N:31]1[CH2:36][CH2:35][CH2:34][CH:33]([OH:37])[CH2:32]1)[CH3:30], predict the reaction product. The product is: [CH2:29]([N:31]1[CH2:36][CH2:35][CH2:34][CH:33]([O:37][C:6]([C:8]2[CH:9]=[C:10]([C:18]3[N:19]=[C:20]([C:23]4[CH:28]=[CH:27][N:26]=[CH:25][CH:24]=4)[S:21][CH:22]=3)[C:11](=[O:17])[NH:12][C:13]=2[CH:14]([CH3:16])[CH3:15])=[O:7])[CH2:32]1)[CH3:30]. (5) Given the reactants O=[C:2]1[C:7]([O:8]B(O)O)=[CH:6][CH2:5][CH2:4][CH2:3]1.Br[C:13]1[N:17]([CH3:18])[CH:16]=[N:15][CH:14]=1.C(=O)([O-])[O-].[Cs+].[Cs+].O1CCOCC1, predict the reaction product. The product is: [CH3:18][N:17]1[C:13]([C:2]2[C:7](=[O:8])[CH2:6][CH2:5][CH2:4][CH:3]=2)=[CH:14][N:15]=[CH:16]1. (6) Given the reactants [Cl:1][C:2]1[CH:7]=[C:6]([F:8])[CH:5]=[CH:4][C:3]=1[C@H:9]1[C:14]([C:15]([O:17][CH3:18])=[O:16])=[C:13]([CH2:19]Br)[NH:12][C:11]([C:21]2[S:22][CH:23]=[CH:24][N:25]=2)=[N:10]1.[CH:26]12[NH:37][CH:33]([CH2:34][O:35][CH2:36]1)[CH2:32][C:31]1[C:27]2=[CH:28][O:29][N:30]=1, predict the reaction product. The product is: [CH3:18][O:17][C:15]([C:14]1[C@H:9]([C:3]2[CH:4]=[CH:5][C:6]([F:8])=[CH:7][C:2]=2[Cl:1])[N:10]=[C:11]([C:21]2[S:22][CH:23]=[CH:24][N:25]=2)[NH:12][C:13]=1[CH2:19][N:37]1[CH:33]2[CH2:34][O:35][CH2:36][CH:26]1[C:27]1[C:31]([CH2:32]2)=[N:30][O:29][CH:28]=1)=[O:16]. (7) The product is: [Br:41][CH2:15][C:11]1[CH:10]=[C:9]([CH:14]=[CH:13][CH:12]=1)[O:8][C:5]1[CH:4]=[CH:3][C:2]([Cl:1])=[CH:7][N:6]=1. Given the reactants [Cl:1][C:2]1[CH:3]=[CH:4][C:5]([O:8][C:9]2[CH:10]=[C:11]([CH2:15]O)[CH:12]=[CH:13][CH:14]=2)=[N:6][CH:7]=1.N1C=CN=C1.C1(P(C2C=CC=CC=2)C2C=CC=CC=2)C=CC=CC=1.[Br:41]Br, predict the reaction product.